Task: Predict the product of the given reaction.. Dataset: Forward reaction prediction with 1.9M reactions from USPTO patents (1976-2016) Given the reactants Br[C:2]1[C:3]([CH:16]=[O:17])=[CH:4][C:5]2[C:6]([CH3:15])([CH3:14])[CH2:7][CH2:8][C:9]([CH3:13])([CH3:12])[C:10]=2[CH:11]=1.[CH:18]([S:20]([CH3:23])(=[O:22])=[O:21])=[CH2:19].C(N(CC)CC)C.O, predict the reaction product. The product is: [CH3:23][S:20]([CH:18]=[CH:19][C:2]1[C:3]([CH:16]=[O:17])=[CH:4][C:5]2[C:6]([CH3:15])([CH3:14])[CH2:7][CH2:8][C:9]([CH3:13])([CH3:12])[C:10]=2[CH:11]=1)(=[O:22])=[O:21].